Dataset: Cav3 T-type calcium channel HTS with 100,875 compounds. Task: Binary Classification. Given a drug SMILES string, predict its activity (active/inactive) in a high-throughput screening assay against a specified biological target. The molecule is Clc1c(OS(=O)(=O)C)c(OCC)cc(/C=C2\N=C(OC2=O)c2ccc(C(C)(C)C)cc2)c1. The result is 0 (inactive).